Task: Predict the product of the given reaction.. Dataset: Forward reaction prediction with 1.9M reactions from USPTO patents (1976-2016) (1) Given the reactants [CH3:1][O:2][C:3]1[CH:4]=[C:5]2[C:10](=[C:11]([N+:13]([O-:15])=[O:14])[CH:12]=1)[N:9]=[CH:8][CH:7]=[CH:6]2.[CH3:16][C:17](C)([CH3:21])[C:18](O)=O.OS(O)(=O)=O.S(OOS([O-])(=O)=O)([O-])(=O)=O.[NH4+].[NH4+].C(=O)=O.[NH4+].[OH-], predict the reaction product. The product is: [C:17]([C:8]1[CH:7]=[CH:6][C:5]2[C:10](=[C:11]([N+:13]([O-:15])=[O:14])[CH:12]=[C:3]([O:2][CH3:1])[CH:4]=2)[N:9]=1)([CH3:21])([CH3:18])[CH3:16]. (2) Given the reactants [F:1][C:2]1([F:21])[CH2:6][N:5]([C:7]([O:9][C:10]([CH3:13])([CH3:12])[CH3:11])=[O:8])[C@H:4]([CH2:14][CH:15]([CH3:20])[C:16]([O:18]C)=[O:17])[CH2:3]1.C(O)C.O[Li].O, predict the reaction product. The product is: [C:10]([O:9][C:7]([N:5]1[CH2:6][C:2]([F:1])([F:21])[CH2:3][C@H:4]1[CH2:14][CH:15]([CH3:20])[C:16]([OH:18])=[O:17])=[O:8])([CH3:13])([CH3:11])[CH3:12]. (3) The product is: [CH2:23]([N:25]([CH3:26])[C:20]([C:11]1[CH:12]=[C:13]([C:14]2[CH:19]=[CH:18][CH:17]=[CH:16][N:15]=2)[N:9]([C:6]2[CH:7]=[N:8][C:3]([O:2][CH3:1])=[CH:4][CH:5]=2)[N:10]=1)=[O:22])[CH3:24]. Given the reactants [CH3:1][O:2][C:3]1[N:8]=[CH:7][C:6]([N:9]2[C:13]([C:14]3[CH:19]=[CH:18][CH:17]=[CH:16][N:15]=3)=[CH:12][C:11]([C:20]([OH:22])=O)=[N:10]2)=[CH:5][CH:4]=1.[CH2:23]([NH:25][CH3:26])[CH3:24], predict the reaction product.